The task is: Predict the reactants needed to synthesize the given product.. This data is from Full USPTO retrosynthesis dataset with 1.9M reactions from patents (1976-2016). Given the product [NH:28]([C:55]([O:57][C:58]([CH3:61])([CH3:60])[CH3:59])=[O:56])[C@@H:29]([C:45]([N:47]1[CH2:54][CH2:53][CH2:52][C@H:48]1[C:49]([OH:51])=[O:50])=[O:46])[CH2:30][C:31]1[CH:32]=[CH:33][C:34]([OH:37])=[CH:35][CH:36]=1.[C:62]([C:64]1[CH:71]=[CH:70][C:67]([CH2:68][NH-:69])=[CH:66][CH:65]=1)#[N:63], predict the reactants needed to synthesize it. The reactants are: N(C(OC(C)(C)C)=O)[C@@H](C(O)=O)CC1C=CC(OCC2C=CC=CC=2)=CC=1.[NH:28]([C:55]([O:57][C:58]([CH3:61])([CH3:60])[CH3:59])=[O:56])[C@@H:29]([C:45]([N:47]1[CH2:54][CH2:53][CH2:52][C@H:48]1[C:49]([OH:51])=[O:50])=[O:46])[CH2:30][C:31]1[CH:36]=[CH:35][C:34]([O:37]CC2C=CC=CC=2)=[CH:33][CH:32]=1.[C:62]([C:64]1[CH:71]=[CH:70][C:67]([CH2:68][NH-:69])=[CH:66][CH:65]=1)#[N:63].